The task is: Binary Classification. Given a drug SMILES string, predict its activity (active/inactive) in a high-throughput screening assay against a specified biological target.. This data is from Kir2.1 potassium channel HTS with 301,493 compounds. The drug is Brc1c(C(=O)Nc2ccc(NC(=O)c3ccccc3)cc2)cccc1. The result is 0 (inactive).